From a dataset of Full USPTO retrosynthesis dataset with 1.9M reactions from patents (1976-2016). Predict the reactants needed to synthesize the given product. Given the product [C:1]([O:5][C:6](=[O:17])[NH:7][C:8]1[C:13]([N:14]2[C:22]([CH3:24])=[CH:21][C:19]([CH3:18])=[N:15]2)=[N:12][C:11]([Br:16])=[CH:10][N:9]=1)([CH3:4])([CH3:2])[CH3:3], predict the reactants needed to synthesize it. The reactants are: [C:1]([O:5][C:6](=[O:17])[NH:7][C:8]1[C:13]([NH:14][NH2:15])=[N:12][C:11]([Br:16])=[CH:10][N:9]=1)([CH3:4])([CH3:3])[CH3:2].[CH3:18][C:19]([CH2:21][C:22]([CH3:24])=O)=O.